Dataset: Reaction yield outcomes from USPTO patents with 853,638 reactions. Task: Predict the reaction yield, written as a fraction of the theoretical maximum amount of product (1.0 means a 100% yield; for example, 0.34 means a 34% yield). (1) The reactants are [F:1][C:2]1[CH:7]=[CH:6][C:5]([CH2:8][C:9]2[CH:18]=[C:17]3[C:12]([C:13]([OH:26])=[C:14]([C:21]([O:23]CC)=O)[C:15](=[O:20])[N:16]3[CH3:19])=[N:11][CH:10]=2)=[CH:4][CH:3]=1.[CH3:27][S:28][CH2:29][CH2:30][CH2:31][NH2:32]. No catalyst specified. The product is [F:1][C:2]1[CH:3]=[CH:4][C:5]([CH2:8][C:9]2[CH:18]=[C:17]3[C:12]([C:13]([OH:26])=[C:14]([C:21]([NH:32][CH2:31][CH2:30][CH2:29][S:28][CH3:27])=[O:23])[C:15](=[O:20])[N:16]3[CH3:19])=[N:11][CH:10]=2)=[CH:6][CH:7]=1. The yield is 0.430. (2) The reactants are O[CH2:2][CH2:3][N:4]([CH3:37])[C:5]([C:7]1[C:12]([O:13][CH2:14][C:15]2[CH:20]=[CH:19][CH:18]=[CH:17][CH:16]=2)=[C:11]([OH:21])[N:10]=[C:9]([CH2:22][C:23]2([N:28]3[C:32]4=[N:33][CH:34]=[CH:35][CH:36]=[C:31]4[CH:30]=[CH:29]3)[CH2:27][CH2:26][CH2:25][CH2:24]2)[N:8]=1)=[O:6].C1(P(C2C=CC=CC=2)C2C=CC=CC=2)C=CC=CC=1.N(C(OC(C)C)=O)=NC(OC(C)C)=O.CO. The catalyst is ClCCl.C(OCC)(=O)C. The product is [CH2:14]([O:13][C:12]1[C:11](=[O:21])[N:10]=[C:9]([CH2:22][C:23]2([N:28]3[C:32]4=[N:33][CH:34]=[CH:35][CH:36]=[C:31]4[CH:30]=[CH:29]3)[CH2:27][CH2:26][CH2:25][CH2:24]2)[N:8]2[CH2:2][CH2:3][N:4]([CH3:37])[C:5](=[O:6])[C:7]=12)[C:15]1[CH:20]=[CH:19][CH:18]=[CH:17][CH:16]=1. The yield is 0.300. (3) The reactants are C([O:3][C:4](=[O:18])[CH2:5][C:6]1[S:7][C:8]([Cl:17])=[C:9]([Cl:16])[C:10]=1[CH2:11][C:12]([O:14]C)=[O:13])C.[OH-].[Na+]. The catalyst is CO. The product is [C:12]([CH2:11][C:10]1[C:9]([Cl:16])=[C:8]([Cl:17])[S:7][C:6]=1[CH2:5][C:4]([OH:18])=[O:3])([OH:14])=[O:13]. The yield is 0.730. (4) The reactants are [Br:1][C:2]1[C:7]([CH3:8])=[CH:6][CH:5]=[CH:4][N:3]=1.ClC1C=C(C=CC=1)C(OO)=[O:14]. The catalyst is ClCCl. The product is [Br:1][C:2]1[C:7]([CH3:8])=[CH:6][CH:5]=[CH:4][N+:3]=1[O-:14]. The yield is 0.780.